Dataset: Forward reaction prediction with 1.9M reactions from USPTO patents (1976-2016). Task: Predict the product of the given reaction. (1) The product is: [CH3:22][O:21][C:19]1[CH:18]=[CH:17][C:12]2[N:13]=[CH:14][C:15](=[O:16])[N:10]([CH2:9][CH2:8][N:5]3[CH2:4][CH2:3][CH:2]([NH:1][CH2:34][C:32]4[CH:31]=[CH:30][C:27]5[O:28][CH2:29][C:24](=[O:23])[NH:25][C:26]=5[N:33]=4)[CH2:7][CH2:6]3)[C:11]=2[N:20]=1. Given the reactants [NH2:1][CH:2]1[CH2:7][CH2:6][N:5]([CH2:8][CH2:9][N:10]2[C:15](=[O:16])[CH:14]=[N:13][C:12]3[CH:17]=[CH:18][C:19]([O:21][CH3:22])=[N:20][C:11]2=3)[CH2:4][CH2:3]1.[O:23]=[C:24]1[CH2:29][O:28][C:27]2[CH:30]=[CH:31][C:32]([CH:34]=O)=[N:33][C:26]=2[NH:25]1.C(O[BH3-])(=O)C.[Na+].CO, predict the reaction product. (2) Given the reactants [Cl:1][C:2]1[N:7]=[C:6]([C:8]2[S:12][C:11]([C:13]([CH3:16])([CH3:15])[CH3:14])=[N:10][C:9]=2[C:17]2[CH:18]=[C:19]([NH:24]C(=O)OCC=C)[CH:20]=[CH:21][C:22]=2[F:23])[CH:5]=[CH:4][N:3]=1.CC(O)=O.C([SnH](CCCC)CCCC)CCC, predict the reaction product. The product is: [Cl:1][C:2]1[N:7]=[C:6]([C:8]2[S:12][C:11]([C:13]([CH3:16])([CH3:15])[CH3:14])=[N:10][C:9]=2[C:17]2[CH:18]=[C:19]([CH:20]=[CH:21][C:22]=2[F:23])[NH2:24])[CH:5]=[CH:4][N:3]=1. (3) Given the reactants [CH3:1][O:2][C:3]1[C:12]2[C:7](=[CH:8][CH:9]=[CH:10][CH:11]=2)[C:6]([O:13][CH3:14])=[C:5]([S:15][CH3:16])[C:4]=1[CH:17]=O.COC1C2C(=CC=CC=2)C(OC)=CC=1/[CH:33]=[C:34](\C)/[C:35]([O:37][CH2:38][CH3:39])=[O:36], predict the reaction product. The product is: [CH3:1][O:2][C:3]1[C:12]2[C:7](=[CH:8][CH:9]=[CH:10][CH:11]=2)[C:6]([O:13][CH3:14])=[C:5]([S:15][CH3:16])[C:4]=1/[CH:17]=[C:34](\[CH3:33])/[C:35]([O:37][CH2:38][CH3:39])=[O:36]. (4) Given the reactants [CH2:1]([C:3]([C:21]1[CH:34]=[CH:33][C:24]([O:25][CH2:26][CH:27]2[O:31][C:30](=[O:32])[CH2:29][CH2:28]2)=[C:23](C)[CH:22]=1)([C:6]1[CH:11]=[CH:10][C:9]([CH2:12][CH2:13][CH:14]([OH:19])[C:15]([CH3:18])([CH3:17])[CH3:16])=[C:8]([CH3:20])[CH:7]=1)[CH2:4][CH3:5])[CH3:2].[OH-:36].[K+].[CH3:38][O-].[Na+:40], predict the reaction product. The product is: [Na+:40].[CH2:1]([C:3]([C:21]1[CH:34]=[CH:33][C:24]([O:25][CH2:26][C@H:27]([OH:31])[CH2:28][CH2:29][C:30]([O-:36])=[O:32])=[C:23]([CH3:38])[CH:22]=1)([C:6]1[CH:11]=[CH:10][C:9]([CH2:12][CH2:13][CH:14]([OH:19])[C:15]([CH3:17])([CH3:18])[CH3:16])=[C:8]([CH3:20])[CH:7]=1)[CH2:4][CH3:5])[CH3:2]. (5) The product is: [CH:1]1[CH:2]=[CH:3][N:4]2[CH2:10][C:9]3[CH:11]=[CH:12][CH:13]=[CH:14][C:8]=3[N:7]([C:15]([C:17]3[CH:22]=[CH:21][C:20]([C:23]4[CH2:28][CH2:27][CH2:26][CH:25]([OH:29])[C:24]=4[CH3:30])=[C:19]([CH3:31])[CH:18]=3)=[O:16])[CH2:6][C:5]=12. Given the reactants [CH:1]1[CH:2]=[CH:3][N:4]2[CH2:10][C:9]3[CH:11]=[CH:12][CH:13]=[CH:14][C:8]=3[N:7]([C:15]([C:17]3[CH:22]=[CH:21][C:20]([C:23]4[CH2:28][CH2:27][CH2:26][C:25](=[O:29])[C:24]=4[CH3:30])=[C:19]([CH3:31])[CH:18]=3)=[O:16])[CH2:6][C:5]=12.[Cl-].[Ce+3].[Cl-].[Cl-].[BH4-].[Na+], predict the reaction product. (6) The product is: [NH2:20][C:14]1[CH2:15][O:16][C:17]([CH3:19])([CH3:18])[C:11]([F:35])([F:10])[C@:12]([C:22]2[CH:27]=[C:26]([C:28]#[C:29][C:2]3[CH:9]=[CH:8][C:5]([C:6]#[N:7])=[CH:4][N:3]=3)[CH:25]=[CH:24][C:23]=2[F:34])([CH3:21])[N:13]=1. Given the reactants I[C:2]1[CH:9]=[CH:8][C:5]([C:6]#[N:7])=[CH:4][N:3]=1.[F:10][C:11]1([F:35])[C:17]([CH3:19])([CH3:18])[O:16][CH2:15][C:14]([NH2:20])=[N:13][C@@:12]1([C:22]1[CH:27]=[C:26]([C:28]#[C:29][Si](C)(C)C)[CH:25]=[CH:24][C:23]=1[F:34])[CH3:21].C1(P(C2C=CC=CC=2)C2C=CC=CC=2)C=CC=CC=1.C(N(CC)CC)C.[F-].C([N+](CCCC)(CCCC)CCCC)CCC, predict the reaction product.